This data is from Reaction yield outcomes from USPTO patents with 853,638 reactions. The task is: Predict the reaction yield, written as a fraction of the theoretical maximum amount of product (1.0 means a 100% yield; for example, 0.34 means a 34% yield). (1) The reactants are [Cl:1][C:2]1[CH:7]=[C:6]([Cl:8])[CH:5]=[CH:4][C:3]=1[OH:9].[Br:10][CH2:11][CH2:12]Br.[OH-].[Na+]. The catalyst is O. The product is [Br:10][CH2:11][CH2:12][O:9][C:3]1[CH:4]=[CH:5][C:6]([Cl:8])=[CH:7][C:2]=1[Cl:1]. The yield is 0.620. (2) The reactants are [CH3:1][CH:2]([CH:4]1[C:9](=[O:10])[NH:8][C:7](=[O:11])[NH:6][C:5]1=[O:12])[CH3:3].[Na].[C:14]([O:18][C:19]([NH:21][OH:22])=[O:20])([CH3:17])([CH3:16])[CH3:15].I([O-])(=O)(=O)=O.[Na+]. The catalyst is C(O)C. The product is [C:14]([O:18][C:19]([N:21]([OH:22])[C:4]1([CH:2]([CH3:1])[CH3:3])[C:5](=[O:12])[NH:6][C:7](=[O:11])[NH:8][C:9]1=[O:10])=[O:20])([CH3:17])([CH3:16])[CH3:15]. The yield is 0.410.